The task is: Predict the reactants needed to synthesize the given product.. This data is from Full USPTO retrosynthesis dataset with 1.9M reactions from patents (1976-2016). (1) Given the product [ClH:36].[Cl:36][C:31]1[C:30]([CH3:37])=[N:29][C:28]2[N:33]([N:34]=[C:26]3[CH2:25][N:24]([C:22]([C:16]4[CH:17]=[CH:18][C:19]([F:21])=[CH:20][C:15]=4[O:14][CH:11]4[CH2:12][CH2:13][NH:8][CH2:9][CH2:10]4)=[O:23])[CH2:38][C:27]3=2)[C:32]=1[CH3:35], predict the reactants needed to synthesize it. The reactants are: C(OC([N:8]1[CH2:13][CH2:12][CH:11]([O:14][C:15]2[CH:20]=[C:19]([F:21])[CH:18]=[CH:17][C:16]=2[C:22]([N:24]2[CH2:38][C:27]3=[C:28]4[N:33]([N:34]=[C:26]3[CH2:25]2)[C:32]([CH3:35])=[C:31]([Cl:36])[C:30]([CH3:37])=[N:29]4)=[O:23])[CH2:10][CH2:9]1)=O)(C)(C)C.Cl. (2) The reactants are: [N+:1]([O-:4])(O)=[O:2].C[O:6][C:7](=[O:16])[C:8]1[CH:13]=[CH:12][C:11]([OH:14])=[C:10]([CH3:15])[CH:9]=1. Given the product [OH:14][C:11]1[C:12]([N+:1]([O-:4])=[O:2])=[CH:13][C:8]([C:7]([OH:16])=[O:6])=[CH:9][C:10]=1[CH3:15], predict the reactants needed to synthesize it. (3) Given the product [ClH:43].[N:8]1([C:5]2[CH:6]=[CH:7][C:2]([NH:1][S:40](/[CH:32]=[CH:33]/[C:34]3[CH:39]=[CH:38][CH:37]=[CH:36][CH:35]=3)(=[O:42])=[O:41])=[C:3]([NH:22][S:23]([C:26]3[CH:31]=[CH:30][CH:29]=[CH:28][CH:27]=3)(=[O:25])=[O:24])[CH:4]=2)[CH2:14][CH2:13][CH2:12][NH:11][CH2:10][CH2:9]1, predict the reactants needed to synthesize it. The reactants are: [NH2:1][C:2]1[CH:7]=[CH:6][C:5]([N:8]2[CH2:14][CH2:13][CH2:12][N:11](C(OC(C)(C)C)=O)[CH2:10][CH2:9]2)=[CH:4][C:3]=1[NH:22][S:23]([C:26]1[CH:31]=[CH:30][CH:29]=[CH:28][CH:27]=1)(=[O:25])=[O:24].[CH:32]([S:40]([Cl:43])(=[O:42])=[O:41])=[CH:33][C:34]1[CH:39]=[CH:38][CH:37]=[CH:36][CH:35]=1. (4) Given the product [NH2:11][C:12]1([CH3:24])[CH2:13][CH2:14][N:15]([CH2:18][C:19]([O:21][CH2:22][CH3:23])=[O:20])[CH2:16][CH2:17]1, predict the reactants needed to synthesize it. The reactants are: C(OC([NH:11][C:12]1([CH3:24])[CH2:17][CH2:16][N:15]([CH2:18][C:19]([O:21][CH2:22][CH3:23])=[O:20])[CH2:14][CH2:13]1)=O)C1C=CC=CC=1. (5) Given the product [ClH:37].[O:30]([CH2:29][CH2:28][O:1][C:2]1[CH:7]=[CH:6][CH:5]=[CH:4][C:3]=1[N:8]1[CH2:9][CH2:10][NH:11][CH2:12][CH2:13]1)[C:31]1[CH:36]=[CH:35][CH:34]=[CH:33][CH:32]=1, predict the reactants needed to synthesize it. The reactants are: [OH:1][C:2]1[CH:7]=[CH:6][CH:5]=[CH:4][C:3]=1[N:8]1[CH2:13][CH2:12][N:11](C(OC(C)(C)C)=O)[CH2:10][CH2:9]1.O(C(C)(C)C)[Na].Br[CH2:28][CH2:29][O:30][C:31]1[CH:36]=[CH:35][CH:34]=[CH:33][CH:32]=1.[ClH:37]. (6) Given the product [CH2:1]([O:8][C:9]1[CH:10]=[CH:11][C:12]([C@@H:20]([OH:41])[CH2:21][NH:22][CH2:23][C@@H:24]2[CH2:28][CH2:27][CH2:26][N:25]2[CH2:29][CH2:30][CH2:31][O:32][CH2:33][CH2:34][C:35]2[CH:40]=[CH:39][CH:38]=[CH:37][CH:36]=2)=[C:13]2[C:18]=1[NH:17][C:16](=[O:19])[CH:15]=[CH:14]2)[C:2]1[CH:3]=[CH:4][CH:5]=[CH:6][CH:7]=1, predict the reactants needed to synthesize it. The reactants are: [CH2:1]([O:8][C:9]1[CH:10]=[CH:11][C:12]([C@@H:20]([O:41][Si](C(C)(C)C)(C)C)[CH2:21][NH:22][CH2:23][C@@H:24]2[CH2:28][CH2:27][CH2:26][N:25]2[CH2:29][CH2:30][CH2:31][O:32][CH2:33][CH2:34][C:35]2[CH:40]=[CH:39][CH:38]=[CH:37][CH:36]=2)=[C:13]2[C:18]=1[NH:17][C:16](=[O:19])[CH:15]=[CH:14]2)[C:2]1[CH:7]=[CH:6][CH:5]=[CH:4][CH:3]=1.F.F.F.C(N(CC)CC)C.